This data is from Catalyst prediction with 721,799 reactions and 888 catalyst types from USPTO. The task is: Predict which catalyst facilitates the given reaction. (1) Reactant: [CH3:1][O:2][C:3](=[O:10])[C:4]([CH3:9])([CH3:8])[C:5](=[O:7])[CH3:6]. Product: [CH3:1][O:2][C:3](=[O:10])[C:4]([CH3:9])([CH3:8])[C@@H:5]([OH:7])[CH3:6]. The catalyst class is: 5. (2) Reactant: [CH3:1][O:2][C:3]1[CH:4]=[C:5]([CH2:11][OH:12])[CH:6]=[C:7]([O:9][CH3:10])[CH:8]=1.C([Li])CCC.C[O:19][B:20](OC)[O:21]C. Product: [OH:12][CH2:11][C:5]1[CH:6]=[C:7]([O:9][CH3:10])[C:8]([B:20]([OH:21])[OH:19])=[C:3]([O:2][CH3:1])[CH:4]=1. The catalyst class is: 7.